This data is from Full USPTO retrosynthesis dataset with 1.9M reactions from patents (1976-2016). The task is: Predict the reactants needed to synthesize the given product. (1) Given the product [CH:48]1([NH:53][C:30](=[O:32])[C:29]2[CH:33]=[CH:34][CH:35]=[C:27]([C:10]3[C:11]4[CH:17]=[CH:16][C:15](=[O:18])[N:14]([C:19]5[C:24]([F:25])=[CH:23][CH:22]=[CH:21][C:20]=5[F:26])[C:12]=4[N:13]=[C:8]([NH:7][CH2:6][CH2:5][CH2:4][N:3]([CH2:36][CH3:37])[CH2:1][CH3:2])[N:9]=3)[CH:28]=2)[CH2:49][CH2:50][CH2:51][CH2:52]1, predict the reactants needed to synthesize it. The reactants are: [CH2:1]([N:3]([CH2:36][CH3:37])[CH2:4][CH2:5][CH2:6][NH:7][C:8]1[N:9]=[C:10]([C:27]2[CH:28]=[C:29]([CH:33]=[CH:34][CH:35]=2)[C:30]([OH:32])=O)[C:11]2[CH:17]=[CH:16][C:15](=[O:18])[N:14]([C:19]3[C:24]([F:25])=[CH:23][CH:22]=[CH:21][C:20]=3[F:26])[C:12]=2[N:13]=1)[CH3:2].CN(C(ON1N=[N:53][C:48]2[CH:49]=[CH:50][CH:51]=[CH:52]C1=2)=[N+](C)C)C.F[P-](F)(F)(F)(F)F.C(N(CC)CC)C.C1(N)CCCC1. (2) Given the product [F:1][C:2]1[CH:7]=[C:6]([C:8]([OH:10])=[O:9])[CH:5]=[CH:4][C:3]=1[C:12]1[CH:13]=[CH:14][C:15]([O:18][CH2:19][CH:20]2[CH2:21][CH2:22][N:23]([CH2:26][C:27]([F:30])([CH3:28])[CH3:29])[CH2:24][CH2:25]2)=[CH:16][CH:17]=1, predict the reactants needed to synthesize it. The reactants are: [F:1][C:2]1[CH:7]=[C:6]([C:8]([O:10]C)=[O:9])[CH:5]=[CH:4][C:3]=1[C:12]1[CH:17]=[CH:16][C:15]([O:18][CH2:19][CH:20]2[CH2:25][CH2:24][N:23]([CH2:26][C:27]([F:30])([CH3:29])[CH3:28])[CH2:22][CH2:21]2)=[CH:14][CH:13]=1.O[Li].O.Cl. (3) Given the product [CH3:25][O:24][C:21]1[CH:22]=[CH:23][C:18]([CH2:17][N:7]2[C:8]3[C:13](=[C:12]([N+:14]([O-:16])=[O:15])[CH:11]=[CH:10][CH:9]=3)[C:5]([CH3:26])=[N:6]2)=[CH:19][CH:20]=1, predict the reactants needed to synthesize it. The reactants are: C[Zn]C.I[C:5]1[C:13]2[C:8](=[CH:9][CH:10]=[CH:11][C:12]=2[N+:14]([O-:16])=[O:15])[N:7]([CH2:17][C:18]2[CH:23]=[CH:22][C:21]([O:24][CH3:25])=[CH:20][CH:19]=2)[N:6]=1.[CH3:26]O.Cl. (4) Given the product [Cl:1][C:2]1[CH:7]=[CH:6][C:5]([CH:8]([C:37]2[CH:38]=[CH:39][C:40]([Cl:43])=[CH:41][CH:42]=2)[C:9]2[CH:10]=[C:11]3[C:16](=[CH:17][CH:18]=2)[N:15]=[CH:14][N:13]=[C:12]3[NH:19][CH:20]2[CH2:21][CH2:22][N:23]([S:26]([C:29]3[CH:36]=[CH:35][C:32]([C:33](=[NH:45])[NH2:34])=[CH:31][CH:30]=3)(=[O:28])=[O:27])[CH2:24][CH2:25]2)=[CH:4][CH:3]=1, predict the reactants needed to synthesize it. The reactants are: [Cl:1][C:2]1[CH:7]=[CH:6][C:5]([CH:8]([C:37]2[CH:42]=[CH:41][C:40]([Cl:43])=[CH:39][CH:38]=2)[C:9]2[CH:10]=[C:11]3[C:16](=[CH:17][CH:18]=2)[N:15]=[CH:14][N:13]=[C:12]3[NH:19][CH:20]2[CH2:25][CH2:24][N:23]([S:26]([C:29]3[CH:36]=[CH:35][C:32]([C:33]#[N:34])=[CH:31][CH:30]=3)(=[O:28])=[O:27])[CH2:22][CH2:21]2)=[CH:4][CH:3]=1.Cl.[NH4+:45].[Cl-].N.